From a dataset of Full USPTO retrosynthesis dataset with 1.9M reactions from patents (1976-2016). Predict the reactants needed to synthesize the given product. (1) Given the product [CH2:1]([S:8][C:9]1[CH:14]=[C:13]2[C:12](=[CH:11][CH:10]=1)[N:22]([C:23]1[CH:28]=[C:27]([Cl:29])[C:26]([Br:30])=[CH:25][C:24]=1[O:31][CH3:32])[C:17](=[O:18])[CH:16]=[CH:15]2)[C:2]1[CH:3]=[CH:4][CH:5]=[CH:6][CH:7]=1, predict the reactants needed to synthesize it. The reactants are: [CH2:1]([S:8][C:9]1[CH:10]=[CH:11][C:12]([NH:22][C:23]2[CH:28]=[C:27]([Cl:29])[C:26]([Br:30])=[CH:25][C:24]=2[O:31][CH3:32])=[C:13](/[CH:15]=[CH:16]/[C:17](OCC)=[O:18])[CH:14]=1)[C:2]1[CH:7]=[CH:6][CH:5]=[CH:4][CH:3]=1.C[O-].[Na+]. (2) Given the product [C:1]([O:5][C:6](=[O:23])[NH:7][CH:8]([C:15]1[CH:20]=[CH:19][C:18]([CH3:21])=[C:17]([Cl:22])[CH:16]=1)[C:9]([C:25]1[CH:38]=[CH:37][C:28]([O:29][Si:30]([C:33]([CH3:36])([CH3:35])[CH3:34])([CH3:31])[CH3:32])=[CH:27][CH:26]=1)=[O:14])([CH3:2])([CH3:3])[CH3:4], predict the reactants needed to synthesize it. The reactants are: [C:1]([O:5][C:6](=[O:23])[NH:7][CH:8]([C:15]1[CH:20]=[CH:19][C:18]([CH3:21])=[C:17]([Cl:22])[CH:16]=1)[C:9](=[O:14])N(OC)C)([CH3:4])([CH3:3])[CH3:2].Br[C:25]1[CH:38]=[CH:37][C:28]([O:29][Si:30]([C:33]([CH3:36])([CH3:35])[CH3:34])([CH3:32])[CH3:31])=[CH:27][CH:26]=1. (3) Given the product [NH2:25][C:22]1[CH:23]=[C:24]2[C:19](=[CH:20][CH:21]=1)[N:18]=[CH:17][N:16]=[C:15]2[NH:14][C:4]1[CH:5]=[C:6]([S:9]([NH:12][CH3:13])(=[O:11])=[O:10])[CH:7]=[CH:8][C:3]=1[N:2]([CH3:28])[CH3:1], predict the reactants needed to synthesize it. The reactants are: [CH3:1][N:2]([CH3:28])[C:3]1[CH:8]=[CH:7][C:6]([S:9]([NH:12][CH3:13])(=[O:11])=[O:10])=[CH:5][C:4]=1[NH:14][C:15]1[C:24]2[C:19](=[CH:20][CH:21]=[C:22]([N+:25]([O-])=O)[CH:23]=2)[N:18]=[CH:17][N:16]=1. (4) Given the product [OH:9][C:10]1[CH:11]=[C:12]2[C:25](=[CH:26][CH:27]=1)[C:24]1[C:15](=[C:16]3[C:21](=[CH:22][CH:23]=1)[NH:20][C:19]([CH3:28])([CH3:29])[CH:18]=[C:17]3[CH3:30])[C:14](=[O:31])[O:13]2, predict the reactants needed to synthesize it. The reactants are: C([O:9][C:10]1[CH:11]=[C:12]2[C:25](=[CH:26][CH:27]=1)[C:24]1[C:15](=[C:16]3[C:21](=[CH:22][CH:23]=1)[NH:20][C:19]([CH3:29])([CH3:28])[CH:18]=[C:17]3[CH3:30])[C:14](=[O:31])[O:13]2)(=O)C1C=CC=CC=1.O1CCCC1.[H-].COCCO[Al+]OCCOC.[Na+].[H-].O.O.O.O.C(C(C(C([O-])=O)O)O)([O-])=O.[Na+].[K+]. (5) Given the product [O:26]=[C:10]1[N:11]([CH2:18][O:19][CH2:20][CH2:21][Si:22]([CH3:25])([CH3:24])[CH3:23])[C:12]2=[N:13][CH:14]=[CH:15][CH:16]=[C:17]2[C:9]21[CH2:8][C:5]1=[N:6][CH:7]=[C:2]([C:31]([O:34][CH3:28])=[O:33])[CH:3]=[C:4]1[CH2:27]2, predict the reactants needed to synthesize it. The reactants are: Br[C:2]1[CH:3]=[C:4]2[CH2:27][C:9]3([C:17]4[C:12](=[N:13][CH:14]=[CH:15][CH:16]=4)[N:11]([CH2:18][O:19][CH2:20][CH2:21][Si:22]([CH3:25])([CH3:24])[CH3:23])[C:10]3=[O:26])[CH2:8][C:5]2=[N:6][CH:7]=1.[CH2:28](Cl)Cl.[C:31]([O-:34])(=[O:33])C.[Na+].[C]=O. (6) Given the product [Cl:19][CH2:20][C:21]([NH:1][C@@H:2]1[C:10]2[C:5](=[CH:6][CH:7]=[CH:8][CH:9]=2)[CH2:4][C@@H:3]1[OH:11])=[O:22], predict the reactants needed to synthesize it. The reactants are: [NH2:1][C@@H:2]1[C:10]2[C:5](=[CH:6][CH:7]=[CH:8][CH:9]=2)[CH2:4][C@@H:3]1[OH:11].C(N(CC)CC)C.[Cl:19][CH2:20][C:21](Cl)=[O:22]. (7) Given the product [C:1]([O:5][C:6]([NH:8][C@H:9]1[C:26]2[CH:27]=[C:22]([C:23]([O:28][S:47]([C:46]([F:59])([F:58])[F:45])(=[O:49])=[O:48])=[CH:24][CH:25]=2)[C:21]2=[CH:29][C:17](=[CH:18][CH:19]=[C:20]2[O:30][S:47]([C:46]([F:59])([F:58])[F:45])(=[O:49])=[O:48])[CH2:16][C@@H:15]([C:31]([O:33][CH3:34])=[O:32])[NH:14][C:13](=[O:35])[C@H:12]([CH3:36])[NH:11][C:10]1=[O:37])=[O:7])([CH3:4])([CH3:2])[CH3:3], predict the reactants needed to synthesize it. The reactants are: [C:1]([O:5][C:6]([NH:8][C@H:9]1[C:26]2[CH:27]=[C:22]([C:23]([OH:28])=[CH:24][CH:25]=2)[C:21]2=[CH:29][C:17](=[CH:18][CH:19]=[C:20]2[OH:30])[CH2:16][C@@H:15]([C:31]([O:33][CH3:34])=[O:32])[NH:14][C:13](=[O:35])[C@H:12]([CH3:36])[NH:11][C:10]1=[O:37])=[O:7])([CH3:4])([CH3:3])[CH3:2].CCN(CC)CC.[F:45][C:46]([F:59])([F:58])[S:47](O[S:47]([C:46]([F:59])([F:58])[F:45])(=[O:49])=[O:48])(=[O:49])=[O:48].